From a dataset of Reaction yield outcomes from USPTO patents with 853,638 reactions. Predict the reaction yield, written as a fraction of the theoretical maximum amount of product (1.0 means a 100% yield; for example, 0.34 means a 34% yield). (1) The reactants are [Cl:1][C:2]1[CH:3]=[C:4]2[C:8](=[CH:9][CH:10]=1)[NH:7][CH:6]=[CH:5]2.C=O.CNC.CI.[Si](C#N)(C)(C)C.CC[CH2:26][CH2:27][N+:28](CCCC)(CCCC)CCCC.[F-]. The catalyst is C(O)(=O)C.O.C1(C)C=CC=CC=1. The product is [Cl:1][C:2]1[CH:3]=[C:4]2[C:8](=[CH:9][CH:10]=1)[NH:7][CH:6]=[C:5]2[CH2:26][C:27]#[N:28]. The yield is 0.630. (2) The reactants are [OH:1][C:2]1[C:3]([C:18](=O)[CH3:19])=[N:4][N:5]([CH3:17])[C:6]=1[C:7]1[CH:12]=[CH:11][C:10]([CH2:13][CH:14]([CH3:16])[CH3:15])=[CH:9][CH:8]=1.[NH:21]([C:23]([NH:25][C:26]1[CH:34]=[CH:33][C:29]([C:30]([OH:32])=[O:31])=[CH:28][CH:27]=1)=[S:24])[NH2:22].CN(C)C=O. The catalyst is Cl.O. The product is [OH:1][C:2]1[C:3]([C:18](=[N:22][NH:21][C:23]([NH:25][C:26]2[CH:34]=[CH:33][C:29]([C:30]([OH:32])=[O:31])=[CH:28][CH:27]=2)=[S:24])[CH3:19])=[N:4][N:5]([CH3:17])[C:6]=1[C:7]1[CH:12]=[CH:11][C:10]([CH2:13][CH:14]([CH3:16])[CH3:15])=[CH:9][CH:8]=1. The yield is 0.750. (3) The reactants are O[C:2]1[N:3]=[C:4]2[C:12]([C:13]([F:16])([F:15])[F:14])=[CH:11][CH:10]=[CH:9][N:5]2[C:6](=[O:8])[CH:7]=1.O=P(Cl)(Cl)[Cl:19]. No catalyst specified. The product is [Cl:19][C:2]1[N:3]=[C:4]2[C:12]([C:13]([F:16])([F:15])[F:14])=[CH:11][CH:10]=[CH:9][N:5]2[C:6](=[O:8])[CH:7]=1. The yield is 0.730. (4) The product is [CH3:24][O:23][C:20]1[CH:21]=[CH:22][C:17]([CH2:16][N:5]2[CH2:6][CH2:7][N:2]([CH3:1])[CH2:3][CH2:4]2)=[C:18]([N+:25]([O-:27])=[O:26])[CH:19]=1. The catalyst is C(Cl)Cl.O. The reactants are [CH3:1][N:2]1[CH2:7][CH2:6][NH:5][CH2:4][CH2:3]1.CCN(CC)CC.Br[CH2:16][C:17]1[CH:22]=[CH:21][C:20]([O:23][CH3:24])=[CH:19][C:18]=1[N+:25]([O-:27])=[O:26]. The yield is 0.860. (5) The reactants are Cl[C:2]1[N:3]=[C:4]([N:28]([CH2:30][C:31]2[CH:36]=[CH:35][C:34]([Cl:37])=[CH:33][CH:32]=2)[CH3:29])[S:5][C:6]=1[CH:7]([C:9]1[C:17]2[C:12](=[N:13][CH:14]=[CH:15][CH:16]=2)[N:11]([Si](C(C)C)(C(C)C)C(C)C)[CH:10]=1)[OH:8].C([SiH](CC)CC)C.FC(F)(F)C(O)=O. The catalyst is C(#N)C. The product is [Cl:37][C:34]1[CH:35]=[CH:36][C:31]([CH2:30][N:28]([CH3:29])[C:4]2[S:5][C:6]([C:7]([C:9]3[C:17]4[C:12](=[N:13][CH:14]=[CH:15][CH:16]=4)[NH:11][CH:10]=3)=[O:8])=[CH:2][N:3]=2)=[CH:32][CH:33]=1. The yield is 0.300. (6) The product is [CH3:1][C:2]1[N:3]=[CH:4][C:5]([CH2:8][C:9]2[C:10](=[O:16])[N:11]=[C:12]([S:15][CH3:17])[NH:13][CH:14]=2)=[CH:6][N:7]=1. The catalyst is C(O)C. The yield is 0.366. The reactants are [CH3:1][C:2]1[N:7]=[CH:6][C:5]([CH2:8][C:9]2[C:10](=[O:16])[NH:11][C:12](=[S:15])[NH:13][CH:14]=2)=[CH:4][N:3]=1.[CH3:17]C[O-].[Na+].CI. (7) The reactants are [C:1]([O:5][C:6]([N:8]1[CH2:13][CH2:12][CH:11]([C:14]([OH:16])=[O:15])[CH2:10][CH2:9]1)=[O:7])([CH3:4])([CH3:3])[CH3:2].C([O-])(O)=O.[Na+].S(Cl)(O[CH2:26][Cl:27])(=O)=O. The catalyst is ClCCl.O.S([O-])(O)(=O)=O.C([N+](CCCC)(CCCC)CCCC)CCC. The product is [N:8]1([C:6]([O:5][C:1]([CH3:4])([CH3:2])[CH3:3])=[O:7])[CH2:13][CH2:12][CH:11]([C:14]([O:16][CH2:26][Cl:27])=[O:15])[CH2:10][CH2:9]1. The yield is 0.960. (8) The reactants are [CH3:1][N:2]1[C:11]2[C:10]3[CH:12]=[C:13]([O:16][CH:17]4[CH2:22][CH2:21][N:20](C(OC(C)(C)C)=O)[CH2:19][CH2:18]4)[CH:14]=[CH:15][C:9]=3[NH:8][C:7](=[O:30])[C:6]=2[CH2:5][CH2:4][CH2:3]1.O1CCOCC1.Cl. The catalyst is O1CCOCC1. The product is [CH3:1][N:2]1[C:11]2[C:10]3[CH:12]=[C:13]([O:16][CH:17]4[CH2:18][CH2:19][NH:20][CH2:21][CH2:22]4)[CH:14]=[CH:15][C:9]=3[NH:8][C:7](=[O:30])[C:6]=2[CH2:5][CH2:4][CH2:3]1. The yield is 0.860.